Dataset: Reaction yield outcomes from USPTO patents with 853,638 reactions. Task: Predict the reaction yield, written as a fraction of the theoretical maximum amount of product (1.0 means a 100% yield; for example, 0.34 means a 34% yield). (1) The reactants are Br[C:2]1[CH:10]=[C:9]2[C:5]([CH:6]=[CH:7][N:8]2[CH2:11][CH3:12])=[CH:4][CH:3]=1.[F:13][C:14]([F:26])([F:25])[O:15][C:16]1[CH:21]=[CH:20][C:19](B(O)O)=[CH:18][CH:17]=1.C(=O)([O-])[O-].[Na+].[Na+].C1(C)C=CC=CC=1. The catalyst is O.C(O)C.[Pd].C1(P(C2C=CC=CC=2)C2C=CC=CC=2)C=CC=CC=1.C1(P(C2C=CC=CC=2)C2C=CC=CC=2)C=CC=CC=1.C1(P(C2C=CC=CC=2)C2C=CC=CC=2)C=CC=CC=1.C1(P(C2C=CC=CC=2)C2C=CC=CC=2)C=CC=CC=1. The product is [F:13][C:14]([F:25])([F:26])[O:15][C:16]1[CH:21]=[CH:20][C:19]([C:2]2[CH:10]=[C:9]3[C:5]([CH:6]=[CH:7][N:8]3[CH2:11][CH3:12])=[CH:4][CH:3]=2)=[CH:18][CH:17]=1. The yield is 0.560. (2) The reactants are Cl[C:2]1[CH:7]=[C:6](Cl)[N:5]=[C:4]([CH3:9])[N:3]=1.[NH2:10][C:11]1[CH:12]=[C:13]([OH:21])[CH:14]=[C:15]([C:17]([F:20])([F:19])[F:18])[CH:16]=1. No catalyst specified. The product is [CH3:9][C:4]1[N:5]=[C:6]([NH:10][C:11]2[CH:16]=[C:15]([C:17]([F:18])([F:19])[F:20])[CH:14]=[C:13]([OH:21])[CH:12]=2)[CH:7]=[C:2]([NH:10][C:11]2[CH:16]=[C:15]([C:17]([F:18])([F:19])[F:20])[CH:14]=[C:13]([OH:21])[CH:12]=2)[N:3]=1. The yield is 0.430. (3) The reactants are [Br:1][C:2]1[CH:3]=[CH:4][C:5](I)=[N:6][CH:7]=1.C([Mg]Cl)(C)C.[C:14]1([S:20]([N:23]2[C:27]3=[N:28][CH:29]=[CH:30][CH:31]=[C:26]3[CH:25]=[C:24]2[C:32](=[O:39])[CH2:33][CH:34]2[CH2:38][CH2:37][CH2:36][CH2:35]2)(=[O:22])=[O:21])[CH:19]=[CH:18][CH:17]=[CH:16][CH:15]=1. The catalyst is O1CCCC1. The product is [C:14]1([S:20]([N:23]2[C:27]3=[N:28][CH:29]=[CH:30][CH:31]=[C:26]3[CH:25]=[C:24]2[C:32]([C:5]2[CH:4]=[CH:3][C:2]([Br:1])=[CH:7][N:6]=2)([OH:39])[CH2:33][CH:34]2[CH2:35][CH2:36][CH2:37][CH2:38]2)(=[O:21])=[O:22])[CH:15]=[CH:16][CH:17]=[CH:18][CH:19]=1. The yield is 0.150. (4) The reactants are [C:1]([N:5]1[CH2:10][CH2:9][C:8]2[NH:11][C:12]3[N:13]([N:14]=[C:15]([C:20]4[CH:25]=[CH:24][C:23]([O:26][C:27]5[CH:32]=[CH:31][CH:30]=[CH:29][CH:28]=5)=[CH:22][CH:21]=4)[C:16]=3[C:17]([NH2:19])=[O:18])[C:7]=2[CH2:6]1)(=[O:4])[CH:2]=C.[CH3:33][O-].[Na+].Cl.[CH3:37][NH:38][CH3:39]. The catalyst is CO. The product is [CH3:37][N:38]([CH3:33])[CH2:39][CH2:2][C:1]([N:5]1[CH2:10][CH2:9][C:8]2[N:11]3[N:14]=[C:15]([C:20]4[CH:21]=[CH:22][C:23]([O:26][C:27]5[CH:32]=[CH:31][CH:30]=[CH:29][CH:28]=5)=[CH:24][CH:25]=4)[C:16]([C:17]([NH2:19])=[O:18])=[C:12]3[NH:13][C:7]=2[CH2:6]1)=[O:4]. The yield is 0.350.